From a dataset of Catalyst prediction with 721,799 reactions and 888 catalyst types from USPTO. Predict which catalyst facilitates the given reaction. (1) Reactant: [OH:1][CH:2]1[CH2:7][CH2:6][NH:5][CH2:4][CH2:3]1.Br[C:9]1[CH:14]=[CH:13][C:12]([CH3:15])=[CH:11][N:10]=1.C(N(C(C)C)CC)(C)C.O. Product: [CH3:15][C:12]1[CH:13]=[CH:14][C:9]([N:5]2[CH2:6][CH2:7][CH:2]([OH:1])[CH2:3][CH2:4]2)=[N:10][CH:11]=1. The catalyst class is: 60. (2) Reactant: [Br:1][C:2]1[CH:3]=[CH:4][C:5]([Cl:29])=[C:6]([CH:8]([C:10]2[CH:11]=[C:12]3[C:17](=[CH:18][CH:19]=2)[N:16]([CH2:20][C:21]2[CH:26]=[CH:25][C:24]([O:27][CH3:28])=[CH:23][CH:22]=2)[CH2:15][CH2:14][CH2:13]3)O)[CH:7]=1.[SiH](CC)(CC)CC.B(F)(F)F.CCOCC. Product: [Br:1][C:2]1[CH:3]=[CH:4][C:5]([Cl:29])=[C:6]([CH:7]=1)[CH2:8][C:10]1[CH:11]=[C:12]2[C:17](=[CH:18][CH:19]=1)[N:16]([CH2:20][C:21]1[CH:22]=[CH:23][C:24]([O:27][CH3:28])=[CH:25][CH:26]=1)[CH2:15][CH2:14][CH2:13]2. The catalyst class is: 4. (3) Reactant: [Br:1][C:2]1[CH:9]=[CH:8][CH:7]=[CH:6][C:3]=1[CH2:4]O.C(N(CC)CC)C.CS(Cl)(=O)=O.[CH:22]1([NH2:25])[CH2:24][CH2:23]1. Product: [Br:1][C:2]1[CH:9]=[CH:8][CH:7]=[CH:6][C:3]=1[CH2:4][NH:25][CH:22]1[CH2:24][CH2:23]1. The catalyst class is: 332.